Dataset: Full USPTO retrosynthesis dataset with 1.9M reactions from patents (1976-2016). Task: Predict the reactants needed to synthesize the given product. (1) Given the product [Br:1][C:2]1[N:3]([CH2:10][C@@:11]([CH3:14])([OH:12])[CH2:13][N:33]2[CH2:34][CH2:35][N:30]([CH:27]3[CH2:26][CH2:25][N:24]([C:21]4[CH:20]=[CH:19][C:18]([O:17][C:16]([F:37])([F:15])[F:36])=[CH:23][CH:22]=4)[CH2:29][CH2:28]3)[CH2:31][CH2:32]2)[CH:4]=[C:5]([N+:7]([O-:9])=[O:8])[N:6]=1, predict the reactants needed to synthesize it. The reactants are: [Br:1][C:2]1[N:3]([CH2:10][C@:11]2([CH3:14])[CH2:13][O:12]2)[CH:4]=[C:5]([N+:7]([O-:9])=[O:8])[N:6]=1.[F:15][C:16]([F:37])([F:36])[O:17][C:18]1[CH:23]=[CH:22][C:21]([N:24]2[CH2:29][CH2:28][CH:27]([N:30]3[CH2:35][CH2:34][NH:33][CH2:32][CH2:31]3)[CH2:26][CH2:25]2)=[CH:20][CH:19]=1. (2) Given the product [N:10]1([C:7]2[CH:8]=[CH:9][C:4]([NH2:1])=[C:5]([C:16]3[CH:21]=[C:20]([O:22][C:23]4[CH:28]=[CH:27][CH:26]=[C:25]([C:29]([F:32])([F:30])[F:31])[CH:24]=4)[N:19]=[CH:18][N:17]=3)[CH:6]=2)[CH2:15][CH2:14][CH2:13][CH2:12][CH2:11]1, predict the reactants needed to synthesize it. The reactants are: [N+:1]([C:4]1[CH:9]=[CH:8][C:7]([N:10]2[CH2:15][CH2:14][CH2:13][CH2:12][CH2:11]2)=[CH:6][C:5]=1[C:16]1[CH:21]=[C:20]([O:22][C:23]2[CH:28]=[CH:27][CH:26]=[C:25]([C:29]([F:32])([F:31])[F:30])[CH:24]=2)[N:19]=[CH:18][N:17]=1)([O-])=O. (3) Given the product [CH2:1]([S:8][C:9]1[CH:18]=[C:17]2[C:12]([C:13]([Cl:22])=[N:14][CH:15]=[N:16]2)=[CH:11][CH:10]=1)[C:2]1[CH:7]=[CH:6][CH:5]=[CH:4][CH:3]=1, predict the reactants needed to synthesize it. The reactants are: [CH2:1]([S:8][C:9]1[CH:18]=[C:17]2[C:12]([C:13](=O)[NH:14][CH:15]=[N:16]2)=[CH:11][CH:10]=1)[C:2]1[CH:7]=[CH:6][CH:5]=[CH:4][CH:3]=1.O=P(Cl)(Cl)[Cl:22].CCN(C(C)C)C(C)C.